The task is: Predict the product of the given reaction.. This data is from Forward reaction prediction with 1.9M reactions from USPTO patents (1976-2016). (1) Given the reactants Cl[C:2]1[CH:7]=[C:6]([CH2:8][C:9]([O:11][CH2:12][CH3:13])=[O:10])[CH:5]=[CH:4][N:3]=1.[C:14](=[O:21])([O:16][C:17]([CH3:20])([CH3:19])[CH3:18])[NH2:15].C(=O)([O-])[O-].[Cs+].[Cs+], predict the reaction product. The product is: [C:17]([O:16][C:14]([NH:15][C:2]1[CH:7]=[C:6]([CH2:8][C:9]([O:11][CH2:12][CH3:13])=[O:10])[CH:5]=[CH:4][N:3]=1)=[O:21])([CH3:20])([CH3:19])[CH3:18]. (2) Given the reactants [Br:1][C:2]1[CH:28]=[N:27][C:5]2[N:6]=[C:7]([N:14]3[CH2:17][CH:16]([N:18](C)[C:19](=O)OC(C)(C)C)[CH2:15]3)[C:8]3[N:9]([CH2:10][C@H:11]([CH3:13])[N:12]=3)[C:4]=2[CH:3]=1.C(O)(C(F)(F)F)=O, predict the reaction product. The product is: [Br:1][C:2]1[CH:28]=[N:27][C:5]2[N:6]=[C:7]([N:14]3[CH2:17][CH:16]([NH:18][CH3:19])[CH2:15]3)[C:8]3[N:9]([CH2:10][C@H:11]([CH3:13])[N:12]=3)[C:4]=2[CH:3]=1. (3) Given the reactants [C:1]([N:4]1[CH2:9][CH2:8][N:7]([C:10]2[CH:11]=[CH:12][C:13]([NH:16][C:17](=[O:27])[CH2:18][C:19]3[CH:24]=[CH:23][C:22](Cl)=[C:21]([F:26])[CH:20]=3)=[N:14][CH:15]=2)[CH2:6][CH2:5]1)(=[O:3])[CH3:2].[CH3:28][C:29]1[CH:34]=[C:33]([Sn](CCCC)(CCCC)CCCC)[CH:32]=[CH:31][N:30]=1.CS(C)=O, predict the reaction product. The product is: [C:1]([N:4]1[CH2:9][CH2:8][N:7]([C:10]2[CH:11]=[CH:12][C:13]([NH:16][C:17](=[O:27])[CH2:18][C:19]3[CH:24]=[CH:23][C:22]([C:33]4[CH:32]=[CH:31][N:30]=[C:29]([CH3:28])[CH:34]=4)=[C:21]([F:26])[CH:20]=3)=[N:14][CH:15]=2)[CH2:6][CH2:5]1)(=[O:3])[CH3:2]. (4) Given the reactants [CH2:1]([N:8]1[CH2:15][CH:14]2[CH2:16][CH:10]([CH2:11][NH:12][CH2:13]2)[CH2:9]1)[C:2]1[CH:7]=[CH:6][CH:5]=[CH:4][CH:3]=1.Br[CH2:18][CH2:19][CH2:20][C:21]1([CH2:26][CH2:27][CH3:28])[O:25][CH2:24][CH2:23][O:22]1.C([O-])([O-])=O.[K+].[K+], predict the reaction product. The product is: [CH2:1]([N:8]1[CH2:9][CH:10]2[CH2:16][CH:14]([CH2:13][N:12]([CH2:18][CH2:19][CH2:20][C:21]3([CH2:26][CH2:27][CH3:28])[O:25][CH2:24][CH2:23][O:22]3)[CH2:11]2)[CH2:15]1)[C:2]1[CH:7]=[CH:6][CH:5]=[CH:4][CH:3]=1.